Dataset: Catalyst prediction with 721,799 reactions and 888 catalyst types from USPTO. Task: Predict which catalyst facilitates the given reaction. Reactant: [CH:1]1([CH2:5][N:6]2[CH2:11][CH2:10][N:9]([C:12](=[O:24])[CH2:13][C:14]3[CH:22]=[CH:21][C:17]([C:18](O)=[O:19])=[CH:16][C:15]=3[CH3:23])[CH2:8][CH2:7]2)[CH2:4][CH2:3][CH2:2]1.[CH3:25][N:26]1[C:35]2[NH:34][C:33]3[CH:36]=[CH:37][CH:38]=[CH:39][C:32]=3[NH:31][CH2:30][C:29]=2[CH:28]=[N:27]1.CCN(C(C)C)C(C)C. Product: [CH:1]1([CH2:5][N:6]2[CH2:7][CH2:8][N:9]([C:12](=[O:24])[CH2:13][C:14]3[CH:22]=[CH:21][C:17]([C:18]([N:31]4[CH2:30][C:29]5[CH:28]=[N:27][N:26]([CH3:25])[C:35]=5[NH:34][C:33]5[CH:36]=[CH:37][CH:38]=[CH:39][C:32]4=5)=[O:19])=[CH:16][C:15]=3[CH3:23])[CH2:10][CH2:11]2)[CH2:4][CH2:3][CH2:2]1. The catalyst class is: 166.